From a dataset of Reaction yield outcomes from USPTO patents with 853,638 reactions. Predict the reaction yield, written as a fraction of the theoretical maximum amount of product (1.0 means a 100% yield; for example, 0.34 means a 34% yield). (1) The reactants are [OH:1][C:2]1[CH:3]=[C:4]([CH:8]=[C:9]2[C:14](=[O:15])[O:13][C:12]([CH3:17])([CH3:16])[O:11][C:10]2=[O:18])[CH:5]=[CH:6][CH:7]=1.[C:19]([Mg]Br)([CH3:21])=[CH2:20].OC1C=C(C(C2C(=O)OC(C)(C)OC2=O)CC=C)C=CC=1. No catalyst specified. The product is [OH:1][C:2]1[CH:3]=[C:4]([CH:8]([CH:9]2[C:10](=[O:18])[O:11][C:12]([CH3:16])([CH3:17])[O:13][C:14]2=[O:15])[C:19]([CH3:21])=[CH2:20])[CH:5]=[CH:6][CH:7]=1. The yield is 0.380. (2) The reactants are [Cl:1][C:2]1[C:3]([C:19]([F:22])([F:21])[F:20])=[N:4][N:5]([CH3:18])[C:6]=1[C:7]1[CH:12]=[C:11]([N+:13]([O-])=O)[CH:10]=[CH:9][C:8]=1[O:16][CH3:17].O.O.Cl[Sn]Cl. The catalyst is CCO. The product is [Cl:1][C:2]1[C:3]([C:19]([F:22])([F:20])[F:21])=[N:4][N:5]([CH3:18])[C:6]=1[C:7]1[CH:12]=[C:11]([NH2:13])[CH:10]=[CH:9][C:8]=1[O:16][CH3:17]. The yield is 0.660.